Dataset: Catalyst prediction with 721,799 reactions and 888 catalyst types from USPTO. Task: Predict which catalyst facilitates the given reaction. Reactant: Cl.[CH2:2]([O:4][C:5](=[NH:16])[C:6]1[CH:11]=[CH:10][CH:9]=[C:8]([C:12]([F:15])([F:14])[F:13])[CH:7]=1)[CH3:3].NC1[CH:23]=[C:22]([O:24][CH3:25])[CH:21]=[CH:20]C=1O. Product: [CH3:25][O:24][C:22]1[CH:23]=[CH:3][C:2]2[O:4][C:5]([C:6]3[CH:11]=[CH:10][CH:9]=[C:8]([C:12]([F:13])([F:15])[F:14])[CH:7]=3)=[N:16][C:20]=2[CH:21]=1. The catalyst class is: 1.